The task is: Binary Classification. Given a T-cell receptor sequence (or CDR3 region) and an epitope sequence, predict whether binding occurs between them.. This data is from TCR-epitope binding with 47,182 pairs between 192 epitopes and 23,139 TCRs. (1) The epitope is EIYKRWII. The TCR CDR3 sequence is CASSLIPSGGRNEQFF. Result: 1 (the TCR binds to the epitope). (2) The epitope is KRWIIMGLNK. The TCR CDR3 sequence is CASSGGRDRSHEQYF. Result: 1 (the TCR binds to the epitope).